From a dataset of Forward reaction prediction with 1.9M reactions from USPTO patents (1976-2016). Predict the product of the given reaction. (1) Given the reactants [CH:1]1([NH:7][C:8]2[N:13]=[CH:12][N:11]=[C:10]([C:14]([OH:16])=O)[CH:9]=2)[CH2:6][CH2:5][CH2:4][CH2:3][CH2:2]1.[S:17]([NH2:27])(=[O:26])([C:19]1[CH:24]=[CH:23][C:22]([NH2:25])=[CH:21][CH:20]=1)=[O:18], predict the reaction product. The product is: [NH2:27][S:17]([C:19]1[CH:20]=[CH:21][C:22]([NH:25][C:14]([C:10]2[CH:9]=[C:8]([NH:7][CH:1]3[CH2:2][CH2:3][CH2:4][CH2:5][CH2:6]3)[N:13]=[CH:12][N:11]=2)=[O:16])=[CH:23][CH:24]=1)(=[O:18])=[O:26]. (2) The product is: [CH2:3]([N:10]1[C@@H:15]2[C@H:16]([C:18]3[N:19]=[N:20][N:21]([CH2:23][CH2:24][O:25][CH3:2])[N:22]=3)[CH2:17][C@@:11]1([C:42]1[CH:47]=[CH:46][CH:45]=[CH:44][CH:43]=1)[C@H:12]([O:26][CH2:27][C:28]1[CH:33]=[C:32]([C:34]([F:35])([F:36])[F:37])[CH:31]=[C:30]([C:38]([F:40])([F:41])[F:39])[CH:29]=1)[CH2:13][CH2:14]2)[C:4]1[CH:9]=[CH:8][CH:7]=[CH:6][CH:5]=1. Given the reactants I[CH3:2].[CH2:3]([N:10]1[C@@H:15]2[C@H:16]([C:18]3[N:19]=[N:20][N:21]([CH2:23][CH2:24][OH:25])[N:22]=3)[CH2:17][C@@:11]1([C:42]1[CH:47]=[CH:46][CH:45]=[CH:44][CH:43]=1)[C@H:12]([O:26][CH2:27][C:28]1[CH:33]=[C:32]([C:34]([F:37])([F:36])[F:35])[CH:31]=[C:30]([C:38]([F:41])([F:40])[F:39])[CH:29]=1)[CH2:13][CH2:14]2)[C:4]1[CH:9]=[CH:8][CH:7]=[CH:6][CH:5]=1.[H-].[Na+], predict the reaction product.